From a dataset of Full USPTO retrosynthesis dataset with 1.9M reactions from patents (1976-2016). Predict the reactants needed to synthesize the given product. (1) The reactants are: [H-].[Al+3].[Li+].[H-].[H-].[H-].[O:7]1[C:11]2([CH2:16][CH2:15][CH:14]([C:17](OCC)=[O:18])[CH2:13][CH2:12]2)[O:10][CH2:9][CH2:8]1. Given the product [O:7]1[C:11]2([CH2:16][CH2:15][CH:14]([CH2:17][OH:18])[CH2:13][CH2:12]2)[O:10][CH2:9][CH2:8]1, predict the reactants needed to synthesize it. (2) Given the product [N:19]1[CH:20]=[CH:21][CH:22]=[C:17]([C:14]2[CH:15]=[C:16]3[C:8]([C:6]4[N:7]=[C:2]([NH:35][CH2:34][CH2:33][CH2:32][CH2:31][NH2:36])[CH:3]=[CH:4][CH:5]=4)=[N:9][NH:10][C:11]3=[CH:12][N:13]=2)[CH:18]=1, predict the reactants needed to synthesize it. The reactants are: F[C:2]1[N:7]=[C:6]([C:8]2[C:16]3[C:11](=[CH:12][N:13]=[C:14]([C:17]4[CH:18]=[N:19][CH:20]=[CH:21][CH:22]=4)[CH:15]=3)[N:10](COCC[Si](C)(C)C)[N:9]=2)[CH:5]=[CH:4][CH:3]=1.[CH2:31]([NH2:36])[CH2:32][CH2:33][CH2:34][NH2:35]. (3) Given the product [Cl:1][C:2]1[CH:7]=[CH:6][C:5]([C:8]([CH3:13])([CH3:14])[C:9]([OH:11])=[O:10])=[CH:4][C:3]=1[F:15], predict the reactants needed to synthesize it. The reactants are: [Cl:1][C:2]1[CH:7]=[CH:6][C:5]([C:8]([CH3:14])([CH3:13])[C:9]([O:11]C)=[O:10])=[CH:4][C:3]=1[F:15].[OH-].[K+]. (4) Given the product [S:1]1[CH:5]=[CH:4][C:3]2[C:6](=[O:14])[C:7](=[O:19])[C:8]3[C:13]([C:2]1=2)=[CH:12][CH:11]=[CH:10][CH:9]=3, predict the reactants needed to synthesize it. The reactants are: [S:1]1[CH:5]=[CH:4][C:3]2[C:6]([OH:14])=[CH:7][C:8]3[C:13]([C:2]1=2)=[CH:12][CH:11]=[CH:10][CH:9]=3.CN(C=[O:19])C. (5) The reactants are: [Cl:1][C:2]1[CH:7]=[CH:6][C:5]([N:8]2[CH:12]([C:13]3[CH:18]=[CH:17][CH:16]=[CH:15][CH:14]=3)[CH2:11][C:10]([C:19](O)=[O:20])=[N:9]2)=[CH:4][CH:3]=1.F[P-](F)(F)(F)(F)F.N1(OC(N(C)C)=[N+](C)C)[C:33]2[CH:34]=[CH:35][CH:36]=C[C:32]=2[N:31]=[N:30]1.NN1CCCCC1.N#N. Given the product [N:31]1([NH:30][C:19]([C:10]2[CH2:11][CH:12]([C:13]3[CH:18]=[CH:17][CH:16]=[CH:15][CH:14]=3)[N:8]([C:5]3[CH:6]=[CH:7][C:2]([Cl:1])=[CH:3][CH:4]=3)[N:9]=2)=[O:20])[CH2:36][CH2:35][CH2:34][CH2:33][CH2:32]1, predict the reactants needed to synthesize it. (6) Given the product [CH2:28]([O:18][C:15]1[CH:16]=[CH:17][C:12]([CH2:11][C:10]([NH:9][CH:8]([C:5]2[CH:6]=[CH:7][C:2]([Cl:1])=[CH:3][CH:4]=2)[C:20]2[CH:21]=[CH:22][CH:23]=[CH:24][CH:25]=2)=[O:19])=[CH:13][CH:14]=1)[C:29]1[CH:34]=[CH:33][CH:32]=[CH:31][CH:30]=1, predict the reactants needed to synthesize it. The reactants are: [Cl:1][C:2]1[CH:7]=[CH:6][C:5]([CH:8]([C:20]2[CH:25]=[CH:24][CH:23]=[CH:22][CH:21]=2)[NH:9][C:10](=[O:19])[CH2:11][C:12]2[CH:17]=[CH:16][C:15]([OH:18])=[CH:14][CH:13]=2)=[CH:4][CH:3]=1.[H-].[Na+].[CH2:28](Br)[C:29]1[CH:34]=[CH:33][CH:32]=[CH:31][CH:30]=1. (7) Given the product [O:11]=[C:5]1[O:4][C@@H:3]([C:2]([Cl:1])([Cl:12])[Cl:13])[N:7]2[CH2:8][CH2:9][CH2:10][C@:6]12[CH:30]=[O:31], predict the reactants needed to synthesize it. The reactants are: [Cl:1][C:2]([Cl:13])([Cl:12])[C@H:3]1[N:7]2[CH2:8][CH2:9][CH2:10][C@@H:6]2[C:5](=[O:11])[O:4]1.[Li+].CC([N-]C(C)C)C.CCCCCC.C1C[O:31][CH2:30]C1. (8) Given the product [F:30][C:31]1[CH:40]=[CH:39][C:38]2[O:41][CH2:42][C:43](=[O:44])[N:36]3[C:37]=2[C:32]=1[C:33](=[CH:9][O:10][CH3:11])[CH2:34][CH2:35]3, predict the reactants needed to synthesize it. The reactants are: [Cl-].C1([P+](C2C=CC=CC=2)(C2C=CC=CC=2)[CH2:9][O:10][CH3:11])C=CC=CC=1.CC(C)([O-])C.[K+].[F:30][C:31]1[CH:40]=[CH:39][C:38]2[O:41][CH2:42][C:43](=[O:44])[N:36]3[C:37]=2[C:32]=1[C:33](=O)[CH2:34][CH2:35]3.